This data is from Serine/threonine kinase 33 screen with 319,792 compounds. The task is: Binary Classification. Given a drug SMILES string, predict its activity (active/inactive) in a high-throughput screening assay against a specified biological target. (1) The drug is Brc1c(/C=C2/SC(Nc3cc(c(Cl)cc3)C(O)=O)=NC2=O)cc(OC)c(O)c1Br. The result is 1 (active). (2) The compound is O1CCN(CC1)C(=O)c1ccc(cc1)C(=O)c1ccccc1. The result is 0 (inactive).